Dataset: Catalyst prediction with 721,799 reactions and 888 catalyst types from USPTO. Task: Predict which catalyst facilitates the given reaction. (1) Reactant: C([O:8][C:9]1[CH:18]=[C:17]2[C:12]([C:13]3[N:22]4[CH2:23][CH2:24][N:25]([S:27]([CH3:30])(=[O:29])=[O:28])[CH2:26][C:21]4=[N:20][C:14]=3[C:15]([NH2:19])=[N:16]2)=[CH:11][CH:10]=1)C1C=CC=CC=1. Product: [NH2:19][C:15]1[C:14]2[N:20]=[C:21]3[CH2:26][N:25]([S:27]([CH3:30])(=[O:29])=[O:28])[CH2:24][CH2:23][N:22]3[C:13]=2[C:12]2[C:17](=[CH:18][C:9]([OH:8])=[CH:10][CH:11]=2)[N:16]=1. The catalyst class is: 886. (2) Reactant: S(O[CH2:12][C:13]1([C:26]([O:28][CH3:29])=[O:27])[O:18][CH2:17][CH2:16][N:15]([C:19]([O:21][C:22]([CH3:25])([CH3:24])[CH3:23])=[O:20])[CH2:14]1)(C1C=CC(C)=CC=1)(=O)=O.[CH3:30][O:31][C:32]1[CH:37]=[C:36]([O:38][CH3:39])[CH:35]=[CH:34][C:33]=1[CH2:40][NH2:41]. Product: [CH3:30][O:31][C:32]1[CH:37]=[C:36]([O:38][CH3:39])[CH:35]=[CH:34][C:33]=1[CH2:40][NH:41][CH2:12][C:13]1([C:26]([O:28][CH3:29])=[O:27])[O:18][CH2:17][CH2:16][N:15]([C:19]([O:21][C:22]([CH3:23])([CH3:24])[CH3:25])=[O:20])[CH2:14]1. The catalyst class is: 10. (3) Reactant: N1C(Cl)=NC(Cl)=NC=1[Cl:3].CN(C=O)C.[Cl:15][C:16]1[C:17]([F:38])=[C:18]([CH:27]2[CH2:30][N:29]([C:31]([O:33][C:34]([CH3:37])([CH3:36])[CH3:35])=[O:32])[CH2:28]2)[C:19]([O:25][CH3:26])=[C:20]([CH:22](O)[CH3:23])[CH:21]=1.O. Product: [Cl:15][C:16]1[C:17]([F:38])=[C:18]([CH:27]2[CH2:30][N:29]([C:31]([O:33][C:34]([CH3:37])([CH3:36])[CH3:35])=[O:32])[CH2:28]2)[C:19]([O:25][CH3:26])=[C:20]([CH:22]([Cl:3])[CH3:23])[CH:21]=1. The catalyst class is: 4. (4) Reactant: [CH2:1]([O:3][C:4](=[O:27])[C:5]([N:7]([CH2:19][C:20]1[CH:25]=[CH:24][C:23]([NH2:26])=[CH:22][CH:21]=1)[CH2:8][C:9]1[CH:14]=[CH:13][C:12]([C:15]([F:18])([F:17])[F:16])=[CH:11][CH:10]=1)=[O:6])[CH3:2].[C:28](Cl)(=[O:42])[CH2:29][CH2:30][CH2:31][CH2:32][CH2:33][CH2:34][CH2:35]/[CH:36]=[CH:37]\[CH2:38][CH2:39][CH2:40][CH3:41].Cl. Product: [O:6]=[C:5]([N:7]([CH2:19][C:20]1[CH:21]=[CH:22][C:23]([NH:26][C:28](=[O:42])[CH2:29][CH2:30][CH2:31][CH2:32][CH2:33][CH2:34][CH2:35]/[CH:36]=[CH:37]\[CH2:38][CH2:39][CH2:40][CH3:41])=[CH:24][CH:25]=1)[CH2:8][C:9]1[CH:10]=[CH:11][C:12]([C:15]([F:16])([F:17])[F:18])=[CH:13][CH:14]=1)[C:4]([O:3][CH2:1][CH3:2])=[O:27]. The catalyst class is: 17. (5) Reactant: O[C:2]1[CH:9]=[N:8][CH:7]=[C:6]([O:10][CH3:11])[C:3]=1[CH:4]=[O:5].Cl.ClCC1C(C2N(C(C)C)N=CC=2)=NC=CC=1.C([O-])([O-])=O.[K+].[K+]. Product: [CH3:11][O:10][C:6]1[C:3]([CH:4]=[O:5])=[CH:2][CH:9]=[N:8][CH:7]=1. The catalyst class is: 3. (6) Reactant: [Cl:1][C:2]1[CH:7]=[CH:6][CH:5]=[CH:4][C:3]=1[CH2:8][CH2:9][N:10]1[CH:14]=[C:13]([C:15]2[CH:20]=[C:19]([C:21]([NH2:23])=O)[CH:18]=[CH:17][N:16]=2)[N:12]=[CH:11]1.N1C=CC=CC=1.C(OC(C(F)(F)F)=O)(C(F)(F)F)=O. Product: [Cl:1][C:2]1[CH:7]=[CH:6][CH:5]=[CH:4][C:3]=1[CH2:8][CH2:9][N:10]1[CH:14]=[C:13]([C:15]2[CH:20]=[C:19]([C:21]#[N:23])[CH:18]=[CH:17][N:16]=2)[N:12]=[CH:11]1. The catalyst class is: 2. (7) Reactant: [N:1]1[C:10]2[C:5](=[CH:6][C:7]([CH:11]([CH3:15])[C:12](O)=O)=[CH:8][CH:9]=2)[CH:4]=[CH:3][CH:2]=1.[C:16]1([C:22]2[N:27]=[N:26][C:25]([NH:28][NH2:29])=[CH:24][CH:23]=2)[CH:21]=[CH:20][CH:19]=[CH:18][CH:17]=1.Cl. Product: [C:16]1([C:22]2[CH:23]=[CH:24][C:25]3[N:26]([C:12]([CH:11]([C:7]4[CH:6]=[C:5]5[C:10](=[CH:9][CH:8]=4)[N:1]=[CH:2][CH:3]=[CH:4]5)[CH3:15])=[N:29][N:28]=3)[N:27]=2)[CH:17]=[CH:18][CH:19]=[CH:20][CH:21]=1. The catalyst class is: 250.